This data is from Catalyst prediction with 721,799 reactions and 888 catalyst types from USPTO. The task is: Predict which catalyst facilitates the given reaction. (1) Reactant: [CH3:1][NH:2][CH2:3][CH:4]([C:6]1[CH:11]=[CH:10][CH:9]=[CH:8][CH:7]=1)[OH:5].[F:12][C:13]([F:30])([F:29])[C:14]1[CH:19]=[CH:18][CH:17]=[CH:16][C:15]=1[C:20]1[CH:25]=[CH:24][C:23]([C:26]([OH:28])=O)=[CH:22][CH:21]=1.CN(C(ON1N=NC2C=CC=NC1=2)=[N+](C)C)C.F[P-](F)(F)(F)(F)F.CCN(C(C)C)C(C)C. Product: [OH:5][CH:4]([C:6]1[CH:11]=[CH:10][CH:9]=[CH:8][CH:7]=1)[CH2:3][N:2]([CH3:1])[C:26]([C:23]1[CH:22]=[CH:21][C:20]([C:15]2[CH:16]=[CH:17][CH:18]=[CH:19][C:14]=2[C:13]([F:12])([F:30])[F:29])=[CH:25][CH:24]=1)=[O:28]. The catalyst class is: 3. (2) Reactant: Cl.C(OC([N:9]1[CH2:14][CH2:13][C@@H:12]([CH2:15][CH2:16][C:17]([C:19]2[C:28]3[C:23](=[CH:24][CH:25]=[C:26]([O:29][CH3:30])[CH:27]=3)[N:22]=[CH:21][C:20]=2[F:31])=[O:18])[C@@H:11]([C:32]([O:34][CH3:35])=[O:33])[CH2:10]1)=O)(C)(C)C.[OH-].[Na+]. Product: [F:31][C:20]1[CH:21]=[N:22][C:23]2[C:28]([C:19]=1[C:17](=[O:18])[CH2:16][CH2:15][C@@H:12]1[CH2:13][CH2:14][NH:9][CH2:10][C@@H:11]1[C:32]([O:34][CH3:35])=[O:33])=[CH:27][C:26]([O:29][CH3:30])=[CH:25][CH:24]=2. The catalyst class is: 370. (3) Reactant: C([N-]C(C)C)(C)C.[Li+].[C:9]([N:13]1[C:21]2[C:16](=[C:17]([N:22]([C:27]([CH3:30])([CH3:29])[CH3:28])[C:23]([CH3:26])([CH3:25])[CH3:24])[CH:18]=[CH:19][CH:20]=2)[CH:15]=[CH:14]1)([CH3:12])([CH3:11])[CH3:10].[B:31](OC(C)C)([O:36]C(C)C)[O:32]C(C)C.Cl. Product: [C:9]([N:13]1[C:21]2[C:16](=[C:17]([N:22]([C:27]([CH3:30])([CH3:29])[CH3:28])[C:23]([CH3:26])([CH3:25])[CH3:24])[CH:18]=[CH:19][CH:20]=2)[CH:15]=[C:14]1[B:31]([OH:36])[OH:32])([CH3:12])([CH3:11])[CH3:10]. The catalyst class is: 1. (4) Reactant: [OH-].[NH4+:2].CO[C:5](=[O:29])[CH2:6][N:7]1[CH2:11][CH2:10][CH:9]([C:12]2[CH:17]=[CH:16][C:15]([S:18]([C:21]3[CH:26]=[CH:25][CH:24]=[C:23]([F:27])[CH:22]=3)(=[O:20])=[O:19])=[CH:14][C:13]=2[CH3:28])[CH2:8]1. Product: [F:27][C:23]1[CH:22]=[C:21]([S:18]([C:15]2[CH:16]=[CH:17][C:12]([CH:9]3[CH2:10][CH2:11][N:7]([CH2:6][C:5]([NH2:2])=[O:29])[CH2:8]3)=[C:13]([CH3:28])[CH:14]=2)(=[O:20])=[O:19])[CH:26]=[CH:25][CH:24]=1. The catalyst class is: 5. (5) Reactant: [CH2:1]([O:3][CH2:4][N:5]1[C:13]2[CH:12]=[CH:11][CH:10]=[C:9]([C:14]([O:16]C)=[O:15])[C:8]=2[CH:7]=[CH:6]1)[CH3:2].[OH-].[Na+]. Product: [CH2:1]([O:3][CH2:4][N:5]1[C:13]2[CH:12]=[CH:11][CH:10]=[C:9]([C:14]([OH:16])=[O:15])[C:8]=2[CH:7]=[CH:6]1)[CH3:2]. The catalyst class is: 5. (6) Reactant: [Cl:1][C:2]1[CH:3]=[C:4]([C:9]2([C:22]([F:25])([F:24])[F:23])[O:13][N:12]=[C:11]([C:14]3[CH:15]=[CH:16][C:17]([CH3:21])=[C:18]([CH:20]=3)[NH2:19])[CH2:10]2)[CH:5]=[C:6]([Cl:8])[CH:7]=1.[F:26][C:27]1[CH:28]=[C:29]([CH:33]=[CH:34][CH:35]=1)[C:30](O)=[O:31].Cl.C(N(CC)CCCN=C=NCC)C.C(=O)([O-])O.[Na+]. Product: [Cl:1][C:2]1[CH:3]=[C:4]([C:9]2([C:22]([F:23])([F:25])[F:24])[O:13][N:12]=[C:11]([C:14]3[CH:15]=[CH:16][C:17]([CH3:21])=[C:18]([NH:19][C:30](=[O:31])[C:29]4[CH:33]=[CH:34][CH:35]=[C:27]([F:26])[CH:28]=4)[CH:20]=3)[CH2:10]2)[CH:5]=[C:6]([Cl:8])[CH:7]=1. The catalyst class is: 9. (7) Reactant: [C:1]([N:9]1[C:13]([CH3:15])([CH3:14])[CH2:12][N:11](CC2C=CC(OC)=CC=2)[C:10]1=[O:25])(=[O:8])[C:2]1[CH:7]=[CH:6][CH:5]=[CH:4][CH:3]=1.FC(F)(F)S(O)(=O)=O.C(=O)([O-])O.[Na+]. Product: [C:1]([N:9]1[C:13]([CH3:14])([CH3:15])[CH2:12][NH:11][C:10]1=[O:25])(=[O:8])[C:2]1[CH:3]=[CH:4][CH:5]=[CH:6][CH:7]=1. The catalyst class is: 4. (8) Reactant: [F:1][C:2]1[CH:22]=[CH:21][C:5]([O:6][CH2:7][CH2:8][CH2:9][N:10]2C(=O)C3C(=CC=CC=3)C2=O)=[C:4]([N+:23]([O-:25])=[O:24])[CH:3]=1.O.NN. The catalyst class is: 8. Product: [F:1][C:2]1[CH:22]=[CH:21][C:5]([O:6][CH2:7][CH2:8][CH2:9][NH2:10])=[C:4]([N+:23]([O-:25])=[O:24])[CH:3]=1.